This data is from Full USPTO retrosynthesis dataset with 1.9M reactions from patents (1976-2016). The task is: Predict the reactants needed to synthesize the given product. (1) Given the product [Cl:12][C:7]1[CH:8]=[CH:9][CH:10]=[CH:11][C:6]=1[C@H:3]1[CH2:4][O:5][C:17](=[O:18])[NH:2]1, predict the reactants needed to synthesize it. The reactants are: Cl.[NH2:2][C@@H:3]([C:6]1[CH:11]=[CH:10][CH:9]=[CH:8][C:7]=1[Cl:12])[CH2:4][OH:5].[OH-].[K+].C1C[O:18][CH2:17]C1.C(=O)(OC(Cl)(Cl)Cl)OC(Cl)(Cl)Cl. (2) Given the product [C:22]1([CH2:21][O:20][C:19]2[CH:18]=[CH:17][C:13]([C:14]([N:28]3[CH2:32][CH2:31][CH2:30][CH2:29]3)=[O:16])=[CH:12][C:11]=2[C:9]([O:8][CH3:7])=[O:10])[CH:27]=[CH:26][CH:25]=[CH:24][CH:23]=1, predict the reactants needed to synthesize it. The reactants are: C(Cl)(=O)C(Cl)=O.[CH3:7][O:8][C:9]([C:11]1[CH:12]=[C:13]([CH:17]=[CH:18][C:19]=1[O:20][CH2:21][C:22]1[CH:27]=[CH:26][CH:25]=[CH:24][CH:23]=1)[C:14]([OH:16])=O)=[O:10].[NH:28]1[CH2:32][CH2:31][CH2:30][CH2:29]1.O. (3) Given the product [C:34]([CH:32]1[CH2:33][CH:30]([O:29][C:4]2[C:5]3[C:10]([C:11]4[CH:20]=[CH:19][C:14]([C:15](=[O:16])[NH:17][CH3:18])=[CH:13][CH:12]=4)=[CH:9][N:8]([CH2:21][O:22][CH2:23][CH2:24][Si:25]([CH3:28])([CH3:27])[CH3:26])[C:6]=3[N:7]=[C:2]([NH:36][C:37]3[CH:49]=[CH:48][C:40]([C:41]([NH:43][CH:44]4[CH2:45][O:46][CH2:47]4)=[O:42])=[CH:39][C:38]=3[O:50][CH3:51])[N:3]=2)[CH2:31]1)#[N:35], predict the reactants needed to synthesize it. The reactants are: Cl[C:2]1[N:3]=[C:4]([O:29][CH:30]2[CH2:33][CH:32]([C:34]#[N:35])[CH2:31]2)[C:5]2[C:10]([C:11]3[CH:20]=[CH:19][C:14]([C:15]([NH:17][CH3:18])=[O:16])=[CH:13][CH:12]=3)=[CH:9][N:8]([CH2:21][O:22][CH2:23][CH2:24][Si:25]([CH3:28])([CH3:27])[CH3:26])[C:6]=2[N:7]=1.[NH2:36][C:37]1[CH:49]=[CH:48][C:40]([C:41]([NH:43][CH:44]2[CH2:47][O:46][CH2:45]2)=[O:42])=[CH:39][C:38]=1[O:50][CH3:51].C1(P(C2C=CC=CC=2)C2C=CC3C(=CC=CC=3)C=2C2C3C(=CC=CC=3)C=CC=2P(C2C=CC=CC=2)C2C=CC=CC=2)C=CC=CC=1.C(=O)([O-])[O-].[Cs+].[Cs+]. (4) Given the product [Br:1][C:2]1[CH:3]=[C:4]([C:17]([F:19])([F:20])[F:18])[C:5]2[C:6](=[N:8][N:9]([CH3:23])[C:10]=2[C:11]2[CH:16]=[CH:15][CH:14]=[CH:13][CH:12]=2)[N:7]=1, predict the reactants needed to synthesize it. The reactants are: [Br:1][C:2]1[N:7]=[C:6]2[NH:8][N:9]=[C:10]([C:11]3[CH:16]=[CH:15][CH:14]=[CH:13][CH:12]=3)[C:5]2=[C:4]([C:17]([F:20])([F:19])[F:18])[CH:3]=1.CI.[C:23](=O)([O-])[O-].[K+].[K+].O. (5) Given the product [NH2:3][C@@:2]([C:8]1[CH:17]=[CH:16][C:15]2[C:10](=[CH:11][CH:12]=[C:13]([O:18][CH:19]3[CH2:20][CH2:21][CH:22]([CH2:25][CH2:26][CH3:27])[CH2:23][CH2:24]3)[CH:14]=2)[CH:9]=1)([CH3:1])[CH2:6][OH:5], predict the reactants needed to synthesize it. The reactants are: [CH3:1][C@@:2]1([C:8]2[CH:17]=[CH:16][C:15]3[C:10](=[CH:11][CH:12]=[C:13]([O:18][CH:19]4[CH2:24][CH2:23][CH:22]([CH2:25][CH2:26][CH3:27])[CH2:21][CH2:20]4)[CH:14]=3)[CH:9]=2)[CH2:6][O:5]C(=O)[NH:3]1.C(O)C.O.[OH-].[Li+]. (6) Given the product [CH2:14]([O:16][C:17]([C:19]1[CH:20]=[N:21][N:22]([CH3:25])[C:23]=1[O:7][C:1]1[CH:6]=[CH:5][CH:4]=[CH:3][CH:2]=1)=[O:18])[CH3:15], predict the reactants needed to synthesize it. The reactants are: [C:1]1([OH:7])[CH:6]=[CH:5][CH:4]=[CH:3][CH:2]=1.C([O-])([O-])=O.[K+].[K+].[CH2:14]([O:16][C:17]([C:19]1[CH:20]=[N:21][N:22]([CH3:25])[C:23]=1Br)=[O:18])[CH3:15].C(O)(=O)CC(CC(O)=O)(C(O)=O)O. (7) Given the product [Cl:30][C:27]1[CH:26]=[CH:25][C:24]([CH:8]([C:5]2[CH:6]=[CH:7][C:2]([Cl:1])=[CH:3][CH:4]=2)[N:9]2[CH2:12][C:11](=[C:13]([C:16]3[CH:17]=[C:18]([F:23])[CH:19]=[C:20]([F:22])[CH:21]=3)[CH:14]([OH:15])[CH3:31])[CH2:10]2)=[CH:29][CH:28]=1, predict the reactants needed to synthesize it. The reactants are: [Cl:1][C:2]1[CH:7]=[CH:6][C:5]([CH:8]([C:24]2[CH:29]=[CH:28][C:27]([Cl:30])=[CH:26][CH:25]=2)[N:9]2[CH2:12][C:11](=[C:13]([C:16]3[CH:21]=[C:20]([F:22])[CH:19]=[C:18]([F:23])[CH:17]=3)[CH:14]=[O:15])[CH2:10]2)=[CH:4][CH:3]=1.[CH3:31][Mg]Cl.O.O.O.O.O.O.O.O.O.O.S([O-])([O-])(=O)=O.[Na+].[Na+]. (8) Given the product [Br:1][C:2]1[CH:7]=[C:6]2[C:5](=[CH:4][CH:3]=1)[O:11][CH:15]([C:14]1[CH:17]=[CH:18][CH:19]=[CH:20][C:13]=1[F:12])[CH2:9][C:8]2=[O:10], predict the reactants needed to synthesize it. The reactants are: [Br:1][C:2]1[CH:3]=[CH:4][C:5]([OH:11])=[C:6]([C:8](=[O:10])[CH3:9])[CH:7]=1.[F:12][C:13]1[CH:20]=[CH:19][CH:18]=[CH:17][C:14]=1[CH:15]=O. (9) Given the product [O:25]=[S:17]1(=[O:26])[C:18]2[CH:24]=[CH:23][CH:22]=[CH:21][C:19]=2[CH2:20][N:14]([C:4]2[CH:3]=[C:2]([NH:30][CH2:29][CH2:28][CH2:27][NH2:31])[C:11]3[C:6](=[CH:7][CH:8]=[C:9]([CH:12]=[CH2:13])[CH:10]=3)[N:5]=2)[CH2:15][CH2:16]1, predict the reactants needed to synthesize it. The reactants are: Cl[C:2]1[C:11]2[C:6](=[CH:7][CH:8]=[C:9]([CH:12]=[CH2:13])[CH:10]=2)[N:5]=[C:4]([N:14]2[CH2:20][C:19]3[CH:21]=[CH:22][CH:23]=[CH:24][C:18]=3[S:17](=[O:26])(=[O:25])[CH2:16][CH2:15]2)[CH:3]=1.[CH2:27]([NH2:31])[CH2:28][CH2:29][NH2:30].